Dataset: Forward reaction prediction with 1.9M reactions from USPTO patents (1976-2016). Task: Predict the product of the given reaction. (1) Given the reactants [C:1]1([OH:7])[CH:6]=[CH:5][CH:4]=[CH:3][CH:2]=1.C([O-])([O-])=O.[K+].[K+].[C:14]([C:18]1[N:23]=[C:22]([N:24]2[CH2:29][CH2:28][N:27]([CH2:30][CH2:31][CH2:32][CH2:33][N:34]3[CH:39]=[C:38]([CH3:40])[C:37](SC#N)=[N:36][C:35]3=[O:44])[CH2:26][CH2:25]2)[CH:21]=[C:20]([C:45]([F:48])([F:47])[F:46])[N:19]=1)([CH3:17])([CH3:16])[CH3:15], predict the reaction product. The product is: [C:14]([C:18]1[N:23]=[C:22]([N:24]2[CH2:29][CH2:28][N:27]([CH2:30][CH2:31][CH2:32][CH2:33][N:34]3[CH:39]=[C:38]([CH3:40])[C:37]([O:7][C:1]4[CH:6]=[CH:5][CH:4]=[CH:3][CH:2]=4)=[N:36][C:35]3=[O:44])[CH2:26][CH2:25]2)[CH:21]=[C:20]([C:45]([F:46])([F:48])[F:47])[N:19]=1)([CH3:15])([CH3:16])[CH3:17]. (2) Given the reactants [Cl:1][C:2]1[CH:3]=[C:4]([C:11]2[CH:12]=[C:13]3[C:18](=[CH:19][CH:20]=2)[N:17]=[CH:16][C:15]([C:21]([CH:23]2[CH2:25][CH2:24]2)=[O:22])=[C:14]3[NH:26][CH:27]2[CH2:32][CH2:31][CH:30]([N:33]([CH2:36][CH3:37])[CH2:34][CH3:35])[CH2:29][CH2:28]2)[CH:5]=[C:6]([O:9][CH3:10])[C:7]=1[OH:8].[ClH:38], predict the reaction product. The product is: [ClH:1].[ClH:38].[Cl:1][C:2]1[CH:3]=[C:4]([C:11]2[CH:12]=[C:13]3[C:18](=[CH:19][CH:20]=2)[N:17]=[CH:16][C:15]([C:21]([CH:23]2[CH2:24][CH2:25]2)=[O:22])=[C:14]3[NH:26][CH:27]2[CH2:32][CH2:31][CH:30]([N:33]([CH2:34][CH3:35])[CH2:36][CH3:37])[CH2:29][CH2:28]2)[CH:5]=[C:6]([O:9][CH3:10])[C:7]=1[OH:8]. (3) Given the reactants [Br:1][C:2]1[CH:3]=[C:4]2[C:9](=[CH:10][CH:11]=1)[N:8]=[C:7]([CH3:12])[C:6]([C:13](=[O:15])[CH3:14])=[C:5]2[C:16]1[CH:21]=[CH:20][C:19]([F:22])=[CH:18][CH:17]=1.[BH4-].[Na+], predict the reaction product. The product is: [Br:1][C:2]1[CH:3]=[C:4]2[C:9](=[CH:10][CH:11]=1)[N:8]=[C:7]([CH3:12])[C:6]([CH:13]([OH:15])[CH3:14])=[C:5]2[C:16]1[CH:17]=[CH:18][C:19]([F:22])=[CH:20][CH:21]=1. (4) The product is: [CH3:63][C:29]1([CH3:28])[C:53]2[C:33]([CH:34]=[C:35]3[CH:52]=[C:51]4[C:38]([C:39]5[C:44]([C:45]6[C:50]4=[CH:49][CH:48]=[CH:47][CH:46]=6)=[CH:43][CH:42]=[CH:41][CH:40]=5)=[CH:37][C:36]3=2)=[CH:32][C:31]([C:2]2[C:15]3[C:16]4=[C:17]5[C:12](=[CH:13][CH:14]=3)[CH:11]=[CH:10][C:9]([C:18]3[C:27]6[C:22](=[CH:23][CH:24]=[CH:25][CH:26]=6)[CH:21]=[CH:20][CH:19]=3)=[C:8]5[CH:7]=[CH:6][C:5]4=[CH:4][CH:3]=2)=[CH:30]1. Given the reactants Br[C:2]1[C:15]2[C:16]3=[C:17]4[C:12](=[CH:13][CH:14]=2)[CH:11]=[CH:10][C:9]([C:18]2[C:27]5[C:22](=[CH:23][CH:24]=[CH:25][CH:26]=5)[CH:21]=[CH:20][CH:19]=2)=[C:8]4[CH:7]=[CH:6][C:5]3=[CH:4][CH:3]=1.[CH3:28][C:29]1([CH3:63])[C:53]2[C:33]([CH:34]=[C:35]3[CH:52]=[C:51]4[C:38]([C:39]5[C:44]([C:45]6[C:50]4=[CH:49][CH:48]=[CH:47][CH:46]=6)=[CH:43][CH:42]=[CH:41][CH:40]=5)=[CH:37][C:36]3=2)=[CH:32][C:31](B2OC(C)(C)C(C)(C)O2)=[CH:30]1.C([O-])([O-])=O.[Na+].[Na+].CCO, predict the reaction product. (5) Given the reactants [OH-].[Li+].[NH2:3][C:4]1[N:13]=[C:12]([N:14]2[CH2:19][CH2:18][N:17]([CH3:20])[CH2:16][CH2:15]2)[C:11]2[C:6](=[CH:7][C:8]([C:21]([O:23]C)=[O:22])=[CH:9][CH:10]=2)[N:5]=1, predict the reaction product. The product is: [NH2:3][C:4]1[N:13]=[C:12]([N:14]2[CH2:15][CH2:16][N:17]([CH3:20])[CH2:18][CH2:19]2)[C:11]2[C:6](=[CH:7][C:8]([C:21]([OH:23])=[O:22])=[CH:9][CH:10]=2)[N:5]=1. (6) Given the reactants [C:1]([CH2:4][CH2:5][CH2:6][N:7]([CH3:68])[C@H:8]([C:12]([NH:14][C@H:15]([C:19]([N:21]([C@@H:23]([C@@H:64]([CH3:67])[CH2:65][CH3:66])[C@H:24]([O:62][CH3:63])[CH2:25][C:26]([N:28]1[CH2:32][CH2:31][CH2:30][C@H:29]1[C@H:33]([O:60][CH3:61])[C@@H:34]([CH3:59])[C:35]([NH:37][C@@H:38]([CH2:52][C:53]1[CH:58]=[CH:57][CH:56]=[CH:55][CH:54]=1)[CH2:39][O:40][CH2:41][C:42]1[CH:47]=[CH:46][C:45]([C:48]([O:50]C)=[O:49])=[CH:44][CH:43]=1)=[O:36])=[O:27])[CH3:22])=[O:20])[CH:16]([CH3:18])[CH3:17])=[O:13])[CH:9]([CH3:11])[CH3:10])([OH:3])=[O:2].[OH-].[Li+].Cl, predict the reaction product. The product is: [C:1]([CH2:4][CH2:5][CH2:6][N:7]([CH3:68])[C@H:8]([C:12]([NH:14][C@H:15]([C:19]([N:21]([C@@H:23]([C@@H:64]([CH3:67])[CH2:65][CH3:66])[C@H:24]([O:62][CH3:63])[CH2:25][C:26]([N:28]1[CH2:32][CH2:31][CH2:30][C@H:29]1[C@H:33]([O:60][CH3:61])[C@@H:34]([CH3:59])[C:35]([NH:37][C@@H:38]([CH2:52][C:53]1[CH:58]=[CH:57][CH:56]=[CH:55][CH:54]=1)[CH2:39][O:40][CH2:41][C:42]1[CH:43]=[CH:44][C:45]([C:48]([OH:50])=[O:49])=[CH:46][CH:47]=1)=[O:36])=[O:27])[CH3:22])=[O:20])[CH:16]([CH3:18])[CH3:17])=[O:13])[CH:9]([CH3:11])[CH3:10])([OH:3])=[O:2]. (7) Given the reactants [Cl:1][C:2]1[CH:7]=[CH:6][C:5]([C:8]2[C:13]([C:14]([OH:16])=O)=[CH:12][N:11]=[CH:10][CH:9]=2)=[C:4]([F:17])[CH:3]=1.C(Cl)CCl.C1C=CC2N(O)N=NC=2C=1.CCN(C(C)C)C(C)C.[CH2:41]([NH2:48])[C:42]1[CH:47]=[CH:46][CH:45]=[CH:44][CH:43]=1, predict the reaction product. The product is: [CH2:41]([NH:48][C:14](=[O:16])[C:13]1[C:8]([C:5]2[CH:6]=[CH:7][C:2]([Cl:1])=[CH:3][C:4]=2[F:17])=[CH:9][CH:10]=[N:11][CH:12]=1)[C:42]1[CH:47]=[CH:46][CH:45]=[CH:44][CH:43]=1.